Dataset: Peptide-MHC class I binding affinity with 185,985 pairs from IEDB/IMGT. Task: Regression. Given a peptide amino acid sequence and an MHC pseudo amino acid sequence, predict their binding affinity value. This is MHC class I binding data. The MHC is HLA-B57:01 with pseudo-sequence HLA-B57:01. The binding affinity (normalized) is 0.419. The peptide sequence is RFPLTFGW.